This data is from Reaction yield outcomes from USPTO patents with 853,638 reactions. The task is: Predict the reaction yield, written as a fraction of the theoretical maximum amount of product (1.0 means a 100% yield; for example, 0.34 means a 34% yield). (1) The reactants are C(O[C:4](=[O:21])[C:5](=[C:11]([S:19][CH3:20])[NH:12][C:13]1[CH:18]=[CH:17][CH:16]=[CH:15][CH:14]=1)[C:6]([O:8][CH2:9][CH3:10])=[O:7])C. The catalyst is ClC1C=CC=CC=1Cl. The product is [CH2:9]([O:8][C:6]([C:5]1[C:11]([S:19][CH3:20])=[N:12][C:13]2[C:14]([C:4]=1[OH:21])=[CH:15][CH:16]=[CH:17][CH:18]=2)=[O:7])[CH3:10]. The yield is 0.350. (2) The reactants are [F:1][CH:2]([F:38])[O:3][C:4]1[CH:9]=[CH:8][C:7]([N:10]([CH2:17][C:18]2[CH:36]=[C:21]3[C:22](=[O:35])[N:23](CC4C=CC(OC)=CC=4)[CH2:24][CH2:25][N:20]3[N:19]=2)[C:11](=[O:16])[C:12]([F:15])([F:14])[F:13])=[C:6]([F:37])[CH:5]=1. The catalyst is CC#N.O. The product is [F:38][CH:2]([F:1])[O:3][C:4]1[CH:9]=[CH:8][C:7]([N:10]([CH2:17][C:18]2[CH:36]=[C:21]3[C:22](=[O:35])[NH:23][CH2:24][CH2:25][N:20]3[N:19]=2)[C:11](=[O:16])[C:12]([F:13])([F:14])[F:15])=[C:6]([F:37])[CH:5]=1. The yield is 0.950. (3) The reactants are Br[CH2:2][CH2:3][CH2:4][CH2:5][CH2:6][CH2:7][O:8][N:9]1[C:15](=[O:16])[CH2:14][CH:13]2[C:17](=[O:18])[CH:10]1[CH:11]=[CH:12]2.[N-:19]=[N+:20]=[N-:21].[Na+]. The catalyst is CN(C=O)C.O. The product is [N:19]([CH2:2][CH2:3][CH2:4][CH2:5][CH2:6][CH2:7][O:8][N:9]1[C:15](=[O:16])[CH2:14][CH:13]2[C:17](=[O:18])[CH:10]1[CH:11]=[CH:12]2)=[N+:20]=[N-:21]. The yield is 0.830.